This data is from Reaction yield outcomes from USPTO patents with 853,638 reactions. The task is: Predict the reaction yield, written as a fraction of the theoretical maximum amount of product (1.0 means a 100% yield; for example, 0.34 means a 34% yield). (1) The reactants are [OH:1][C:2]1[CH:3]=[C:4]([SH:8])[CH:5]=[CH:6][CH:7]=1.Cl[C:10]1[N:14]([CH3:15])[N:13]=[C:12]([CH3:16])[C:11]=1[CH:17]=[O:18].C(=O)([O-])[O-].[K+].[K+].CN(C)C=O. The catalyst is O. The product is [OH:1][C:2]1[CH:3]=[C:4]([S:8][C:10]2[N:14]([CH3:15])[N:13]=[C:12]([CH3:16])[C:11]=2[CH:17]=[O:18])[CH:5]=[CH:6][CH:7]=1. The yield is 0.360. (2) The reactants are [O:1]=[C:2]([CH2:9][C:10]([O:12][CH2:13][CH3:14])=[O:11])[CH2:3][C:4]([O:6][CH2:7][CH3:8])=[O:5].[H-].[Na+].[CH3:17]I.[NH4+].[Cl-]. The catalyst is C1COCC1. The product is [CH3:17][CH:9]([C:2](=[O:1])[CH2:3][C:4]([O:6][CH2:7][CH3:8])=[O:5])[C:10]([O:12][CH2:13][CH3:14])=[O:11]. The yield is 0.520. (3) The reactants are [N:1]1[N:2]=[C:3]([C:10]2[CH:19]=[CH:18][C:17]3[C:12](=[C:13]([O:20][C@H:21]4[CH2:26][CH2:25][N:24](C(OC(C)(C)C)=O)[C@H:23]([C:34](=[O:38])[N:35]([CH3:37])[CH3:36])[CH2:22]4)[CH:14]=[CH:15][CH:16]=3)[N:11]=2)[N:4]2[CH:9]=[CH:8][CH:7]=[CH:6][C:5]=12.C(Cl)(Cl)[Cl:40].[ClH:43]. The catalyst is C(OCC)C. The product is [ClH:40].[ClH:43].[N:1]1[N:2]=[C:3]([C:10]2[CH:19]=[CH:18][C:17]3[C:12](=[C:13]([O:20][C@H:21]4[CH2:26][CH2:25][NH:24][C@H:23]([C:34]([N:35]([CH3:37])[CH3:36])=[O:38])[CH2:22]4)[CH:14]=[CH:15][CH:16]=3)[N:11]=2)[N:4]2[CH:9]=[CH:8][CH:7]=[CH:6][C:5]=12. The yield is 0.860.